This data is from Forward reaction prediction with 1.9M reactions from USPTO patents (1976-2016). The task is: Predict the product of the given reaction. Given the reactants [C:1]([OH:14])(=[O:13])[CH2:2][CH2:3][CH2:4][CH2:5][CH2:6][CH2:7][CH2:8][CH2:9][CH2:10][CH2:11][CH3:12].[OH-].[Zn+2:16].[OH-], predict the reaction product. The product is: [C:1]([O-:14])(=[O:13])[CH2:2][CH2:3][CH2:4][CH2:5][CH2:6][CH2:7][CH2:8][CH2:9][CH2:10][CH2:11][CH3:12].[Zn+2:16].[C:1]([O-:14])(=[O:13])[CH2:2][CH2:3][CH2:4][CH2:5][CH2:6][CH2:7][CH2:8][CH2:9][CH2:10][CH2:11][CH3:12].